From a dataset of Forward reaction prediction with 1.9M reactions from USPTO patents (1976-2016). Predict the product of the given reaction. Given the reactants [CH3:1][C:2]1[NH:3][CH:4]=[C:5]([C:7]([OH:9])=O)[N:6]=1.CN(C(ON1N=NC2C1=CC=CC=2)=[N+](C)C)C.F[P-](F)(F)(F)(F)F.Cl.CN(C)CCCN=C=NCC.CCN(C(C)C)C(C)C.[NH2:55][C@@H:56]([CH3:72])[CH2:57][N:58]1[CH:62]=[CH:61][C:60]([C:63]2[CH:70]=[CH:69][C:66]([C:67]#[N:68])=[C:65]([Cl:71])[CH:64]=2)=[N:59]1, predict the reaction product. The product is: [Cl:71][C:65]1[CH:64]=[C:63]([C:60]2[CH:61]=[CH:62][N:58]([CH2:57][C@@H:56]([NH:55][C:7]([C:5]3[N:6]=[C:2]([CH3:1])[NH:3][CH:4]=3)=[O:9])[CH3:72])[N:59]=2)[CH:70]=[CH:69][C:66]=1[C:67]#[N:68].